Dataset: Catalyst prediction with 721,799 reactions and 888 catalyst types from USPTO. Task: Predict which catalyst facilitates the given reaction. (1) Reactant: [N+:1]([C:4]1[CH:14]=[CH:13][C:7]([O:8][CH2:9][C:10]([OH:12])=O)=[CH:6][CH:5]=1)([O-:3])=[O:2].Cl.C([N:18](CC)[CH2:19][CH3:20])C.CC[N:25]=C=NCCCN(C)C.Cl.Cl.C(N(C(C)C)CC)(C)C. Product: [N+:1]([C:4]1[CH:5]=[CH:6][C:7]([O:8][CH2:9][C:10]2[O:12][N:25]=[C:19]([CH3:20])[N:18]=2)=[CH:13][CH:14]=1)([O-:3])=[O:2]. The catalyst class is: 1. (2) Reactant: [CH3:1][O:2][C:3]1[CH2:7][CH2:6][C:5](=[O:8])[CH:4]=1.[Br:9]N1C(=O)CCC1=O. Product: [Br:9][C:4]1[C:5](=[O:8])[CH2:6][CH2:7][C:3]=1[O:2][CH3:1]. The catalyst class is: 26.